This data is from Full USPTO retrosynthesis dataset with 1.9M reactions from patents (1976-2016). The task is: Predict the reactants needed to synthesize the given product. (1) The reactants are: Br[C:2]1[CH:3]=[C:4]([C:8]2[CH:13]=[C:12]([C:14]3[CH:19]=[CH:18][C:17]([C:20]([F:23])([F:22])[F:21])=[CH:16][CH:15]=3)[CH:11]=[C:10]([CH2:24][CH3:25])[N:9]=2)[CH:5]=[CH:6][CH:7]=1.[C:26]([NH:30][S:31]([C:34]1[CH:35]=[C:36](B(O)O)[CH:37]=[CH:38][CH:39]=1)(=[O:33])=[O:32])([CH3:29])([CH3:28])[CH3:27]. Given the product [C:26]([NH:30][S:31]([C:34]1[CH:35]=[C:36]([C:6]2[CH:7]=[CH:2][CH:3]=[C:4]([C:8]3[CH:13]=[C:12]([C:14]4[CH:19]=[CH:18][C:17]([C:20]([F:22])([F:23])[F:21])=[CH:16][CH:15]=4)[CH:11]=[C:10]([CH2:24][CH3:25])[N:9]=3)[CH:5]=2)[CH:37]=[CH:38][CH:39]=1)(=[O:33])=[O:32])([CH3:29])([CH3:28])[CH3:27], predict the reactants needed to synthesize it. (2) Given the product [NH2:25][C:3]1[CH:4]=[C:5]([CH:23]=[CH:24][C:2]=1[CH3:1])[C:6]([N:8]1[CH2:9][CH2:10][CH:11]([C:14]2[CH:22]=[CH:21][C:17]([C:18]([NH2:20])=[O:19])=[CH:16][CH:15]=2)[CH2:12][CH2:13]1)=[O:7], predict the reactants needed to synthesize it. The reactants are: [CH3:1][C:2]1[CH:24]=[CH:23][C:5]([C:6]([N:8]2[CH2:13][CH2:12][CH:11]([C:14]3[CH:22]=[CH:21][C:17]([C:18]([NH2:20])=[O:19])=[CH:16][CH:15]=3)[CH2:10][CH2:9]2)=[O:7])=[CH:4][C:3]=1[N+:25]([O-])=O.CC1C=CC(C(N2CCC(C3C=CC(C(O)=O)=CC=3)CC2)=O)=CC=1[N+]([O-])=O. (3) The reactants are: Cl[C:2]1[CH:3]=[CH:4][C:5]([N+:12]([O-:14])=[O:13])=[C:6]([C:8]([F:11])([F:10])[F:9])[CH:7]=1.[CH3:15][O-:16].[Na+]. Given the product [CH3:15][O:16][C:2]1[CH:3]=[CH:4][C:5]([N+:12]([O-:14])=[O:13])=[C:6]([C:8]([F:11])([F:10])[F:9])[CH:7]=1, predict the reactants needed to synthesize it. (4) Given the product [Cl:1][C:2]1[CH:7]=[CH:6][CH:5]=[C:4]([C:8]([F:9])([F:10])[F:11])[C:3]=1[CH:12]=[O:13], predict the reactants needed to synthesize it. The reactants are: [Cl:1][C:2]1[CH:7]=[CH:6][CH:5]=[C:4]([C:8]([F:11])([F:10])[F:9])[C:3]=1[CH2:12][OH:13].CC(OI1(OC(C)=O)(OC(C)=O)OC(=O)C2C=CC=CC1=2)=O.